Dataset: Catalyst prediction with 721,799 reactions and 888 catalyst types from USPTO. Task: Predict which catalyst facilitates the given reaction. The catalyst class is: 5. Reactant: C(N(CC)CC)C.[CH3:8][O:9][C:10]1[C:15]([O:16][CH3:17])=[C:14]([O:18][CH3:19])[CH:13]=[C:12]([CH3:20])[C:11]=1[CH:21]([C:23]1[C:28]([C:29]([F:32])([F:31])[F:30])=[CH:27][N:26]=[C:25](Cl)[C:24]=1[Cl:34])[OH:22]. Product: [CH3:8][O:9][C:10]1[C:15]([O:16][CH3:17])=[C:14]([O:18][CH3:19])[CH:13]=[C:12]([CH3:20])[C:11]=1[CH:21]([C:23]1[C:28]([C:29]([F:32])([F:31])[F:30])=[CH:27][N:26]=[CH:25][C:24]=1[Cl:34])[OH:22].